From a dataset of Catalyst prediction with 721,799 reactions and 888 catalyst types from USPTO. Predict which catalyst facilitates the given reaction. (1) Reactant: [Br:1][C:2]1[CH:8]=[C:7]([N:9]2[CH2:13][CH2:12][C:11]([C:18]3[CH:23]=[C:22]([Cl:24])[CH:21]=[C:20]([Cl:25])[CH:19]=3)([C:14]([F:17])([F:16])[F:15])[CH2:10]2)[CH:6]=[CH:5][C:3]=1[NH2:4].C(OCC)(OCC)OCC.[N-:36]=[N+:37]=[N-:38].[Na+].[C:40](O)(=O)C. Product: [Br:1][C:2]1[CH:8]=[C:7]([N:9]2[CH2:13][CH2:12][C:11]([C:18]3[CH:19]=[C:20]([Cl:25])[CH:21]=[C:22]([Cl:24])[CH:23]=3)([C:14]([F:15])([F:16])[F:17])[CH2:10]2)[CH:6]=[CH:5][C:3]=1[N:4]1[CH:40]=[N:38][N:37]=[N:36]1. The catalyst class is: 6. (2) Reactant: CC1C=CC(C(C2C=CC(C)=CC=2)C(=O)C(C)C)=CC=1.C([O-])([O-])=O.[K+].[K+].Cl[C:28]1[CH:29]=[C:30]([CH:34]=[CH:35][CH:36]=1)[C:31]([NH2:33])=[O:32].[CH3:37][O:38][C:39]1[CH:45]=[CH:44][C:42]([NH2:43])=[CH:41][CH:40]=1. Product: [CH3:37][O:38][C:39]1[CH:45]=[CH:44][C:42]([NH:43][C:28]2[CH:29]=[C:30]([CH:34]=[CH:35][CH:36]=2)[C:31]([NH2:33])=[O:32])=[CH:41][CH:40]=1. The catalyst class is: 110. (3) Reactant: [C:1]([CH2:3][NH:4][C:5]([C:7]1([NH2:30])[CH2:12][CH2:11][CH2:10][CH2:9][CH:8]1C(OCC1C2C(=CC=CC=2)C2C1=CC=CC=2)=O)=[O:6])#[N:2].N1CCCCC1.O.C(Cl)Cl.CO. Product: [C:1]([CH2:3][NH:4][C:5]([C:7]1([NH2:30])[CH2:12][CH2:11][CH2:10][CH2:9][CH2:8]1)=[O:6])#[N:2]. The catalyst class is: 3.